Task: Predict the reactants needed to synthesize the given product.. Dataset: Full USPTO retrosynthesis dataset with 1.9M reactions from patents (1976-2016) (1) Given the product [Cl:23][C:24]1[CH:31]=[C:30]([N:32]2[CH:6]([CH:1]3[CH2:5][CH2:4][CH2:3][CH2:2]3)[CH:7]3[C:8]([C:9]4[CH:10]=[CH:11][C:12]([C:17]([O:19][CH3:20])=[O:18])=[N:13][C:14]=4[CH2:15][CH2:16]3)=[N:33]2)[CH:29]=[CH:28][C:25]=1[C:26]#[N:27], predict the reactants needed to synthesize it. The reactants are: [CH:1]1([CH:6]=[C:7]2[CH2:16][CH2:15][C:14]3[N:13]=[C:12]([C:17]([O:19][CH3:20])=[O:18])[CH:11]=[CH:10][C:9]=3[C:8]2=O)[CH2:5][CH2:4][CH2:3][CH2:2]1.Cl.[Cl:23][C:24]1[CH:31]=[C:30]([NH:32][NH2:33])[CH:29]=[CH:28][C:25]=1[C:26]#[N:27]. (2) Given the product [CH2:1]([O:3][C:4]([C:6]1[C:7]2[CH2:13][N:12]([C:32](=[O:33])[NH:31][C:24]3[C:25]([CH2:29][CH3:30])=[CH:26][CH:27]=[CH:28][C:23]=3[CH2:21][CH3:22])[CH2:11][C:8]=2[NH:9][N:10]=1)=[O:5])[CH3:2], predict the reactants needed to synthesize it. The reactants are: [CH2:1]([O:3][C:4]([C:6]1[C:7]2[CH2:13][NH:12][CH2:11][C:8]=2[NH:9][N:10]=1)=[O:5])[CH3:2].C(N(CC)CC)C.[CH2:21]([C:23]1[CH:28]=[CH:27][CH:26]=[C:25]([CH2:29][CH3:30])[C:24]=1[N:31]=[C:32]=[O:33])[CH3:22].O. (3) Given the product [F:16][C:14]1[CH:13]=[CH:12][C:11]([N+:17]([O-:19])=[O:18])=[C:10]([CH:15]=1)[NH:5][C:4]1[CH:6]=[CH:7][CH:8]=[C:2]([F:1])[CH:3]=1, predict the reactants needed to synthesize it. The reactants are: [F:1][C:2]1[CH:3]=[C:4]([CH:6]=[CH:7][CH:8]=1)[NH2:5].F[C:10]1[CH:15]=[C:14]([F:16])[CH:13]=[CH:12][C:11]=1[N+:17]([O-:19])=[O:18].CC(C)([O-])C.[K+].O.